Task: Predict the reaction yield, written as a fraction of the theoretical maximum amount of product (1.0 means a 100% yield; for example, 0.34 means a 34% yield).. Dataset: Reaction yield outcomes from USPTO patents with 853,638 reactions (1) The reactants are [CH3:1][C:2]1([CH3:34])[CH2:10][C:9]2[N:8]([C:11]3[CH:18]=[CH:17][C:14]([C:15]#[N:16])=[C:13]([NH:19][C:20]4[CH:25]=[C:24]([O:26][CH3:27])[C:23]([O:28][CH3:29])=[C:22]([O:30][CH3:31])[CH:21]=4)[CH:12]=3)[N:7]=[C:6]([CH3:32])[C:5]=2[C:4](=[O:33])[CH2:3]1.C([OH:37])C.CS(C)=O.[OH-].[Na+].OO. The catalyst is O. The product is [CH3:1][C:2]1([CH3:34])[CH2:10][C:9]2[N:8]([C:11]3[CH:18]=[CH:17][C:14]([C:15]([NH2:16])=[O:37])=[C:13]([NH:19][C:20]4[CH:25]=[C:24]([O:26][CH3:27])[C:23]([O:28][CH3:29])=[C:22]([O:30][CH3:31])[CH:21]=4)[CH:12]=3)[N:7]=[C:6]([CH3:32])[C:5]=2[C:4](=[O:33])[CH2:3]1. The yield is 0.990. (2) The reactants are [OH:1][C:2]1([C:15]#[C:16][CH2:17][OH:18])[CH2:7][CH2:6][N:5]([C:8]([O:10][C:11]([CH3:14])([CH3:13])[CH3:12])=[O:9])[CH2:4][CH2:3]1.C(O)(=O)C.O. The catalyst is [Pd].C(O)C. The product is [OH:1][C:2]1([CH2:15][CH2:16][CH2:17][OH:18])[CH2:7][CH2:6][N:5]([C:8]([O:10][C:11]([CH3:12])([CH3:13])[CH3:14])=[O:9])[CH2:4][CH2:3]1. The yield is 0.570. (3) The reactants are [O:1]1[CH2:6][CH2:5][O:4][CH2:3][CH:2]1[CH:7]([NH:9]CC1C=CC(OC)=CC=1)[CH3:8]. The catalyst is CO.[Pd]. The product is [O:1]1[CH2:6][CH2:5][O:4][CH2:3][CH:2]1[CH:7]([NH2:9])[CH3:8]. The yield is 0.960. (4) The reactants are [Cl:1][C:2]1[N:7]=[CH:6][C:5]([NH:8]C(=O)OC(C)(C)C)=[C:4]([C:16]#[C:17][CH:18]2[CH2:21][CH2:20][CH2:19]2)[CH:3]=1.CC([O-])(C)C.[K+]. The catalyst is CN(C=O)C.O. The product is [Cl:1][C:2]1[CH:3]=[C:4]2[CH:16]=[C:17]([CH:18]3[CH2:21][CH2:20][CH2:19]3)[NH:8][C:5]2=[CH:6][N:7]=1. The yield is 0.530.